Dataset: Reaction yield outcomes from USPTO patents with 853,638 reactions. Task: Predict the reaction yield, written as a fraction of the theoretical maximum amount of product (1.0 means a 100% yield; for example, 0.34 means a 34% yield). (1) The reactants are [Br:1][C:2]1[CH:3]=[C:4]2[C:8](=[CH:9][CH:10]=1)[NH:7][N:6]=[CH:5]2.[CH3:11][C:12]([O:15][C:16](O[C:16]([O:15][C:12]([CH3:14])([CH3:13])[CH3:11])=[O:17])=[O:17])([CH3:14])[CH3:13]. The catalyst is CC#N.CN(C)C1C=CN=CC=1. The product is [C:16]([N:7]1[C:8]2[C:4](=[CH:3][C:2]([Br:1])=[CH:10][CH:9]=2)[CH:5]=[N:6]1)([O:15][C:12]([CH3:14])([CH3:13])[CH3:11])=[O:17]. The yield is 0.990. (2) The reactants are O=[CH:2][CH2:3][C:4]1([C:20]([O:22]C)=O)[CH2:9][CH2:8][N:7]([C:10]([O:12][CH2:13][C:14]2[CH:19]=[CH:18][CH:17]=[CH:16][CH:15]=2)=[O:11])[CH2:6][CH2:5]1.Cl.[NH2:25][C@@H:26]1[CH2:31][CH2:30][C@H:29]([OH:32])[CH2:28][CH2:27]1.C(N(CC)CC)C.C(O[BH-](OC(=O)C)OC(=O)C)(=O)C.[Na+]. The catalyst is ClCCCl.ClCCl. The product is [OH:32][C@@H:29]1[CH2:30][CH2:31][C@H:26]([N:25]2[CH2:2][CH2:3][C:4]3([CH2:5][CH2:6][N:7]([C:10]([O:12][CH2:13][C:14]4[CH:15]=[CH:16][CH:17]=[CH:18][CH:19]=4)=[O:11])[CH2:8][CH2:9]3)[C:20]2=[O:22])[CH2:27][CH2:28]1. The yield is 0.720. (3) The reactants are I[C:2]1[CH:7]=[CH:6][C:5]([O:8][CH3:9])=[C:4]([O:10][CH:11]([CH3:13])[CH3:12])[C:3]=1[S:14][CH2:15][C:16]1[CH:21]=[CH:20][CH:19]=[CH:18][CH:17]=1.[CH:22]#[C:23][CH3:24]. The catalyst is C(N(CC)CC)C.C(OCC)C.[Cu]I. The product is [CH:11]([O:10][C:4]1[C:3]([S:14][CH2:15][C:16]2[CH:21]=[CH:20][CH:19]=[CH:18][CH:17]=2)=[C:2]([C:22]#[C:23][CH3:24])[CH:7]=[CH:6][C:5]=1[O:8][CH3:9])([CH3:13])[CH3:12]. The yield is 0.670.